Dataset: Full USPTO retrosynthesis dataset with 1.9M reactions from patents (1976-2016). Task: Predict the reactants needed to synthesize the given product. Given the product [C:1]([C:3]1[CH:4]=[C:5]([C:9]2[CH:10]=[C:11]([CH:16]=[C:17]([CH:19]=[N:20][CH2:21][CH:22]3[CH2:27][CH2:26][N:25]([C:28]([O:30][C:31]([CH3:34])([CH3:33])[CH3:32])=[O:29])[CH2:24][CH2:23]3)[CH:18]=2)[C:12]([O:14][CH3:15])=[O:13])[CH:6]=[CH:7][CH:8]=1)#[N:2], predict the reactants needed to synthesize it. The reactants are: [C:1]([C:3]1[CH:4]=[C:5]([C:9]2[CH:10]=[C:11]([CH:16]=[C:17]([CH:19]=[N:20][CH2:21][CH:22]3[CH2:27][CH2:26][NH:25][CH2:24][CH2:23]3)[CH:18]=2)[C:12]([O:14][CH3:15])=[O:13])[CH:6]=[CH:7][CH:8]=1)#[N:2].[C:28](O[C:28]([O:30][C:31]([CH3:34])([CH3:33])[CH3:32])=[O:29])([O:30][C:31]([CH3:34])([CH3:33])[CH3:32])=[O:29].